This data is from Full USPTO retrosynthesis dataset with 1.9M reactions from patents (1976-2016). The task is: Predict the reactants needed to synthesize the given product. (1) Given the product [NH2:1][C:2]1[N:3]=[C:4]([Cl:24])[C:5]2[C:11](=[O:12])[CH:10]([CH:36]([CH:31]3[CH2:35][CH2:34][CH2:33][CH2:32]3)[OH:37])[CH2:9][N:8]([CH2:13][C:14]3[C:19]([CH3:20])=[C:18]([O:21][CH3:22])[C:17]([CH3:23])=[CH:16][N:15]=3)[C:6]=2[N:7]=1, predict the reactants needed to synthesize it. The reactants are: [NH2:1][C:2]1[N:3]=[C:4]([Cl:24])[C:5]2[C:11](=[O:12])[CH2:10][CH2:9][N:8]([CH2:13][C:14]3[C:19]([CH3:20])=[C:18]([O:21][CH3:22])[C:17]([CH3:23])=[CH:16][N:15]=3)[C:6]=2[N:7]=1.C(=O)([O-])[O-].[Cs+].[Cs+].[CH:31]1([CH:36]=[O:37])[CH2:35][CH2:34][CH2:33][CH2:32]1. (2) The reactants are: [C:1]1([C:7]2[O:8]C3C=C(C(O)=O)C=CC=3N=2)[CH:6]=[CH:5][CH:4]=[CH:3][CH:2]=1.C1(C2OC3C=C(C(OC)=O)C=CC=3N=2)C=CC=CC=1.[Li+].[OH-].[ClH:40]. Given the product [C:7]([Cl:40])(=[O:8])[C:1]1[CH:6]=[CH:5][CH:4]=[CH:3][CH:2]=1, predict the reactants needed to synthesize it.